Dataset: Reaction yield outcomes from USPTO patents with 853,638 reactions. Task: Predict the reaction yield, written as a fraction of the theoretical maximum amount of product (1.0 means a 100% yield; for example, 0.34 means a 34% yield). (1) The reactants are Br[C:2]1[CH:7]=[CH:6][CH:5]=[CH:4][C:3]=1[CH2:8][N:9]1[C:14]2[N:15]=[C:16]([N:18]3[CH2:23][CH2:22][O:21][CH2:20][CH2:19]3)[S:17][C:13]=2[C:12](=[O:24])[N:11]=[CH:10]1.[CH2:25](B(O)O)[CH3:26].P([O-])([O-])([O-])=O.[K+].[K+].[K+].COC1C=CC=C(OC)C=1C1C=CC=CC=1P(C1CCCCC1)C1CCCCC1. The catalyst is C1(C)C=CC=CC=1.CC([O-])=O.CC([O-])=O.[Pd+2]. The product is [CH2:25]([C:2]1[CH:7]=[CH:6][CH:5]=[CH:4][C:3]=1[CH2:8][N:9]1[C:14]2[N:15]=[C:16]([N:18]3[CH2:23][CH2:22][O:21][CH2:20][CH2:19]3)[S:17][C:13]=2[C:12](=[O:24])[N:11]=[CH:10]1)[CH3:26]. The yield is 0.580. (2) The reactants are [CH2:1]([N:4]([C:12]1[CH:17]=[CH:16][C:15]([F:18])=[CH:14][CH:13]=1)[C:5](=[O:11])[CH2:6][C:7]([O:9][CH3:10])=[O:8])[CH:2]=[CH2:3]. The catalyst is C(O)(=O)C.O.O.C([O-])(=O)C.[Mn+3].C([O-])(=O)C.C([O-])(=O)C.O.C([O-])(=O)C.[Cu+2].C([O-])(=O)C. The product is [F:18][C:15]1[CH:16]=[CH:17][C:12]([N:4]2[CH2:1][CH:2]3[C:6]([C:7]([O:9][CH3:10])=[O:8])([CH2:3]3)[C:5]2=[O:11])=[CH:13][CH:14]=1. The yield is 0.120. (3) The reactants are Br[C:2]1[CH:3]=[CH:4][C:5]2[O:9][C:8]([CH:10]([NH:17][C:18]3[CH:23]=[CH:22][C:21]([C:24]([N:26]([CH3:34])[CH2:27][CH2:28][C:29]([O:31][CH2:32][CH3:33])=[O:30])=[O:25])=[CH:20][CH:19]=3)[CH:11]3[CH2:16][CH2:15][CH2:14][CH2:13][CH2:12]3)=[C:7]([CH3:35])[C:6]=2[CH:36]=1.[C:37]1(B(O)O)[CH:42]=[CH:41][CH:40]=[CH:39][CH:38]=1.C(=O)([O-])[O-].[K+].[K+]. The catalyst is CN(C)C(=O)C. The product is [CH:11]1([CH:10]([NH:17][C:18]2[CH:19]=[CH:20][C:21]([C:24]([N:26]([CH3:34])[CH2:27][CH2:28][C:29]([O:31][CH2:32][CH3:33])=[O:30])=[O:25])=[CH:22][CH:23]=2)[C:8]2[O:9][C:5]3[CH:4]=[CH:3][C:2]([C:37]4[CH:42]=[CH:41][CH:40]=[CH:39][CH:38]=4)=[CH:36][C:6]=3[C:7]=2[CH3:35])[CH2:12][CH2:13][CH2:14][CH2:15][CH2:16]1. The yield is 0.540. (4) The reactants are C([O:3][CH:4](OCC)[C:5]1[CH:10]=[CH:9][C:8]([CH:11]2[NH:23][C:21]3[C:22]4[C:13](=[N:14][NH:15][C:16](=[O:24])[C:17]=4[CH:18]=[CH:19][CH:20]=3)[CH:12]2[C:25]2[N:26]([CH3:30])[CH:27]=[CH:28][N:29]=2)=[CH:7][CH:6]=1)C.Cl.C([O-])([O-])=O.[K+].[K+]. No catalyst specified. The product is [CH3:30][N:26]1[CH:27]=[CH:28][N:29]=[C:25]1[CH:12]1[C:13]2=[N:14][NH:15][C:16](=[O:24])[C:17]3[CH:18]=[CH:19][CH:20]=[C:21]([C:22]=32)[NH:23][CH:11]1[C:8]1[CH:9]=[CH:10][C:5]([CH:4]=[O:3])=[CH:6][CH:7]=1. The yield is 0.700. (5) The reactants are [N:1]1([CH2:6][CH2:7][CH2:8][CH2:9][N:10]2[C:18]3[C:13](=[CH:14][CH:15]=[C:16]([N+:19]([O-])=O)[CH:17]=3)[CH:12]=[CH:11]2)[CH:5]=[CH:4][N:3]=[CH:2]1.I.CS[C:25]([C:27]1[S:28][CH:29]=[CH:30][CH:31]=1)=[NH:26]. The catalyst is C(O)C.C(OCC)C.[Pd]. The product is [N:1]1([CH2:6][CH2:7][CH2:8][CH2:9][N:10]2[C:18]3[C:13](=[CH:14][CH:15]=[C:16]([NH:19][C:25]([C:27]4[S:28][CH:29]=[CH:30][CH:31]=4)=[NH:26])[CH:17]=3)[CH:12]=[CH:11]2)[CH:5]=[CH:4][N:3]=[CH:2]1. The yield is 0.545. (6) The reactants are [F:1][C:2]([F:14])([F:13])[C:3]1[CH:4]=[C:5]([CH2:9][C:10]([OH:12])=[O:11])[CH:6]=[CH:7][CH:8]=1.S(=O)(=O)(O)O.[CH3:20]O. No catalyst specified. The product is [CH3:20][O:11][C:10](=[O:12])[CH2:9][C:5]1[CH:6]=[CH:7][CH:8]=[C:3]([C:2]([F:13])([F:14])[F:1])[CH:4]=1. The yield is 1.00.